This data is from Full USPTO retrosynthesis dataset with 1.9M reactions from patents (1976-2016). The task is: Predict the reactants needed to synthesize the given product. (1) Given the product [Br:8][C:9]1[CH:18]=[C:17]2[C:12]([C:13]([NH:23][CH2:24][C:25]([CH3:28])([OH:27])[CH3:26])=[C:14]([N+:19]([O-:21])=[O:20])[CH:15]=[N:16]2)=[N:11][CH:10]=1, predict the reactants needed to synthesize it. The reactants are: C(N(CC)CC)C.[Br:8][C:9]1[CH:18]=[C:17]2[C:12]([C:13](Cl)=[C:14]([N+:19]([O-:21])=[O:20])[CH:15]=[N:16]2)=[N:11][CH:10]=1.[NH2:23][CH2:24][C:25]([CH3:28])([OH:27])[CH3:26]. (2) Given the product [Cl:10][C:11]1[CH:12]=[C:13]2[C:18](=[C:19]([C:21]([NH:9][S:6]([CH:3]3[CH2:5][CH2:4]3)(=[O:8])=[O:7])=[O:22])[CH:20]=1)[NH:17][CH:16]([C:24]1[CH:29]=[CH:28][CH:27]=[C:26]([N:30]3[CH2:35][CH2:34][O:33][CH2:32][CH2:31]3)[CH:25]=1)[C:15]([CH3:37])([CH3:36])[CH2:14]2, predict the reactants needed to synthesize it. The reactants are: [H-].[Na+].[CH:3]1([S:6]([NH2:9])(=[O:8])=[O:7])[CH2:5][CH2:4]1.[Cl:10][C:11]1[CH:12]=[C:13]2[C:18](=[C:19]([C:21](O)=[O:22])[CH:20]=1)[NH:17][CH:16]([C:24]1[CH:29]=[CH:28][CH:27]=[C:26]([N:30]3[CH2:35][CH2:34][O:33][CH2:32][CH2:31]3)[CH:25]=1)[C:15]([CH3:37])([CH3:36])[CH2:14]2.C(N1C=CN=C1)(N1C=CN=C1)=O.